This data is from Reaction yield outcomes from USPTO patents with 853,638 reactions. The task is: Predict the reaction yield, written as a fraction of the theoretical maximum amount of product (1.0 means a 100% yield; for example, 0.34 means a 34% yield). (1) The reactants are Cl.[CH3:2][O:3][C:4](=[O:24])[C@H:5]([CH2:7][C:8]1[CH:13]=[CH:12][C:11]([O:14][CH2:15][C:16]2[C:21]([Cl:22])=[CH:20][CH:19]=[CH:18][C:17]=2[Cl:23])=[CH:10][CH:9]=1)[NH2:6].[SH:25][C:26]1[N:34]=[CH:33][CH:32]=[CH:31][C:27]=1[C:28](O)=[O:29].CN1CCOCC1. The catalyst is CN(C=O)C. The product is [CH3:2][O:3][C:4](=[O:24])[C@H:5]([CH2:7][C:8]1[CH:9]=[CH:10][C:11]([O:14][CH2:15][C:16]2[C:21]([Cl:22])=[CH:20][CH:19]=[CH:18][C:17]=2[Cl:23])=[CH:12][CH:13]=1)[NH:6][C:28](=[O:29])[C:27]1[CH:31]=[CH:32][CH:33]=[N:34][C:26]=1[SH:25]. The yield is 0.930. (2) The reactants are [CH3:1][C:2]1[CH:7]=[CH:6][N:5]=[C:4]([C:8]2[CH:13]=[CH:12][CH:11]=[CH:10][CH:9]=2)[CH:3]=1.[CH:14]([N-]C(C)C)(C)C.[Li+].CI.[Cl-].[NH4+]. The catalyst is C1COCC1.CCOC(C)=O. The product is [CH2:1]([C:2]1[CH:7]=[CH:6][N:5]=[C:4]([C:8]2[CH:9]=[CH:10][CH:11]=[CH:12][CH:13]=2)[CH:3]=1)[CH3:14]. The yield is 0.635. (3) The reactants are Cl.[Cl:2][C:3]1[C:4]([F:29])=[C:5]([CH:26]=[CH:27][CH:28]=1)[NH:6][C:7]1[C:16]2[C:11](=[CH:12][C:13]([O:24][CH3:25])=[C:14]([O:17][CH2:18][C@H:19]3[CH2:23][CH2:22][CH2:21][NH:20]3)[CH:15]=2)[N:10]=[CH:9][N:8]=1.[CH3:30][S:31](Cl)(=[O:33])=[O:32]. No catalyst specified. The product is [Cl:2][C:3]1[C:4]([F:29])=[C:5]([CH:26]=[CH:27][CH:28]=1)[NH:6][C:7]1[C:16]2[C:11](=[CH:12][C:13]([O:24][CH3:25])=[C:14]([O:17][CH2:18][C@H:19]3[CH2:23][CH2:22][CH2:21][N:20]3[S:31]([CH3:30])(=[O:33])=[O:32])[CH:15]=2)[N:10]=[CH:9][N:8]=1. The yield is 0.760. (4) The reactants are [CH:1](NC(C)C)(C)C.C([Li])CCC.[CH3:13][O:14][C:15]1[CH:20]=[CH:19][CH:18]=[CH:17][C:16]=1[CH2:21][C:22]([OH:24])=[O:23].IC. The catalyst is C1COCC1.O. The product is [CH3:13][O:14][C:15]1[CH:20]=[CH:19][CH:18]=[CH:17][C:16]=1[CH:21]([CH3:1])[C:22]([OH:24])=[O:23]. The yield is 0.850. (5) The reactants are [CH3:1][O:2][C:3](=[O:34])[C@@H:4]([NH:14][C:15]([C:17]1[S:21][C:20]([NH:22][C:23]([O:25]C(C)(C)C)=[O:24])=[N:19][C:18]=1[C:30]([F:33])([F:32])[F:31])=[O:16])[CH2:5][NH:6][C:7](OC(C)(C)C)=[O:8].Cl.O1CCOC[CH2:37]1.CN(C(ON1N=NC2C=C[CH:55]=[CH:56][C:51]1=2)=[N+](C)C)C.F[P-](F)(F)(F)(F)F.C1C=CC2N(O)N=NC=2C=1.[S:76]1[CH:80]=[CH:79][CH:78]=[C:77]1C(O)=O.C(N(CC)CC)C. The catalyst is CO.CN(C=O)C. The product is [CH3:1][O:2][C:3](=[O:34])[C@@H:4]([NH:14][C:15]([C:17]1[S:21][C:20]([NH:22][C:23]([O:25][C:56]([CH3:55])([CH3:51])[CH3:37])=[O:24])=[N:19][C:18]=1[C:30]([F:31])([F:32])[F:33])=[O:16])[CH2:5][NH:6][C:7]([C:80]1[S:76][CH:77]=[CH:78][CH:79]=1)=[O:8]. The yield is 0.980.